From a dataset of Forward reaction prediction with 1.9M reactions from USPTO patents (1976-2016). Predict the product of the given reaction. (1) Given the reactants [CH3:1][O:2][C:3]12[CH2:11][CH2:10][CH:7]([CH:8]=[CH:9]1)[C:6](=[O:12])[CH2:5][C:4]2=[O:13].[C:14]1(C)C=CC=CC=1.C([O-])(=O)C.C([O-])(=O)C.C([O-])(=O)C.[Cl:33][C:34]1[CH:47]=[CH:46][C:37]([C:38]2[CH:39]=[CH:40][C:41]([CH3:45])=[C:42]([Pb+3])[CH:43]=2)=[CH:36][CH:35]=1.Cl, predict the reaction product. The product is: [Cl:33][C:34]1[CH:47]=[CH:46][C:37]([C:38]2[CH:39]=[CH:40][C:41]([CH2:45][CH3:14])=[C:42]([CH:5]3[C:6](=[O:12])[CH:7]4[CH2:10][CH2:11][C:3]([O:2][CH3:1])([CH:9]=[CH:8]4)[C:4]3=[O:13])[CH:43]=2)=[CH:36][CH:35]=1. (2) The product is: [OH:23][NH:22][C:15](=[O:16])[CH2:14][CH2:13][CH2:12][CH2:11][CH2:10][CH2:9][C:7](=[O:8])[C:6]1[CH:18]=[CH:19][C:3]([C:2]([F:21])([F:20])[F:1])=[CH:4][CH:5]=1. Given the reactants [F:1][C:2]([F:21])([F:20])[C:3]1[CH:19]=[CH:18][C:6]([C:7]([CH2:9][CH2:10][CH2:11][CH2:12][CH2:13][CH2:14][C:15](O)=[O:16])=[O:8])=[CH:5][CH:4]=1.[NH2:22][OH:23].Cl, predict the reaction product. (3) Given the reactants [O:1]1[CH2:6][CH2:5][CH2:4][O:3][CH:2]1[CH2:7][CH2:8]/[C:9](=[C:12]1\[CH2:13][O:14][C:15]2[C:20]([C:21]\1=[O:22])=[CH:19][C:18]([F:23])=[CH:17][CH:16]=2)/SC.[C:24]1([Mg]Br)[CH:29]=[CH:28][CH:27]=[CH:26][CH:25]=1, predict the reaction product. The product is: [O:1]1[CH2:6][CH2:5][CH2:4][O:3][CH:2]1[CH2:7][CH2:8]/[C:9](=[C:12]1\[CH2:13][O:14][C:15]2[C:20]([C:21]\1=[O:22])=[CH:19][C:18]([F:23])=[CH:17][CH:16]=2)/[C:24]1[CH:29]=[CH:28][CH:27]=[CH:26][CH:25]=1. (4) Given the reactants [OH-].[Na+].[Cl:3][C:4]1[CH:5]=[C:6]([C:14]2[N:19]=[CH:18][N:17]=[C:16]([CH:20]3[NH:24][CH:23]([C:25]([O:27]C)=[O:26])[CH2:22][CH2:21]3)[CH:15]=2)[CH:7]=[CH:8][C:9]=1[O:10][CH:11]1[CH2:13][CH2:12]1, predict the reaction product. The product is: [Cl:3][C:4]1[CH:5]=[C:6]([C:14]2[N:19]=[CH:18][N:17]=[C:16]([CH:20]3[NH:24][CH:23]([C:25]([OH:27])=[O:26])[CH2:22][CH2:21]3)[CH:15]=2)[CH:7]=[CH:8][C:9]=1[O:10][CH:11]1[CH2:13][CH2:12]1.